From a dataset of CYP3A4 inhibition data for predicting drug metabolism from PubChem BioAssay. Regression/Classification. Given a drug SMILES string, predict its absorption, distribution, metabolism, or excretion properties. Task type varies by dataset: regression for continuous measurements (e.g., permeability, clearance, half-life) or binary classification for categorical outcomes (e.g., BBB penetration, CYP inhibition). Dataset: cyp3a4_veith. (1) The drug is CCCc1noc2c1/C(=N\O)CCC2. The result is 0 (non-inhibitor). (2) The compound is Cc1c(N(C)CS(=O)(=O)[O-])c(=O)n(-c2ccccc2)n1C.[Na+]. The result is 0 (non-inhibitor). (3) The drug is CC1CN/C(=C\C(=O)c2ccccc2)C(=O)N1. The result is 0 (non-inhibitor). (4) The drug is O=C1COC(c2ccccc2O)=NN1CCCN1CCCC1. The result is 0 (non-inhibitor). (5) The drug is CC(C)(C)c1ccc(C(=O)Nc2ccc(NC(=O)c3ccco3)cc2)cc1. The result is 0 (non-inhibitor).